From a dataset of Reaction yield outcomes from USPTO patents with 853,638 reactions. Predict the reaction yield, written as a fraction of the theoretical maximum amount of product (1.0 means a 100% yield; for example, 0.34 means a 34% yield). (1) The reactants are [CH:1]1[C:6]([OH:7])=[CH:5][CH:4]=[C:3]([CH3:8])[CH:2]=1.[CH:9](O)([OH:14])[C:10]([F:13])([F:12])[F:11]. No catalyst specified. The product is [F:11][C:10]([F:13])([F:12])[CH:9]([C:1]1[CH:2]=[C:3]([CH3:8])[CH:4]=[CH:5][C:6]=1[OH:7])[OH:14]. The yield is 0.900. (2) The reactants are [C:1]([O:5][C:6](=[O:26])[NH:7][C:8]1[C:19](=[O:20])[N:18]([CH:21]2[CH2:25][CH2:24][CH2:23][CH2:22]2)[C:11]2[N:12]=[C:13]([S:16][CH3:17])[N:14]=[CH:15][C:10]=2[CH:9]=1)([CH3:4])([CH3:3])[CH3:2].C1(S(N2C(C3C=CC=CC=3)O2)(=O)=[O:34])C=CC=CC=1. The catalyst is ClCCl.CO. The product is [C:1]([O:5][C:6](=[O:26])[NH:7][C:8]1[C:19](=[O:20])[N:18]([CH:21]2[CH2:25][CH2:24][CH2:23][CH2:22]2)[C:11]2[N:12]=[C:13]([S:16]([CH3:17])=[O:34])[N:14]=[CH:15][C:10]=2[CH:9]=1)([CH3:4])([CH3:2])[CH3:3]. The yield is 0.890. (3) The reactants are [NH2:1][C:2]1[C:7]([Br:8])=[CH:6][C:5]([N+:9]([O-:11])=[O:10])=[CH:4][N:3]=1.[C:12](OC(=O)C)(=[O:14])[CH3:13]. The catalyst is C(OCC)(=O)C. The product is [Br:8][C:7]1[C:2]([NH:1][C:12](=[O:14])[CH3:13])=[N:3][CH:4]=[C:5]([N+:9]([O-:11])=[O:10])[CH:6]=1. The yield is 0.570. (4) The reactants are [C:1]1([NH2:8])[CH:6]=[CH:5][CH:4]=[CH:3][C:2]=1[NH2:7].[C:9]1([S:15][CH2:16][C:17](O)=O)[CH:14]=[CH:13][CH:12]=[CH:11][CH:10]=1. The catalyst is Cl. The product is [N:7]1[C:2]2[CH:3]=[CH:4][CH:5]=[CH:6][C:1]=2[NH:8][C:17]=1[CH2:16][S:15][C:9]1[CH:14]=[CH:13][CH:12]=[CH:11][CH:10]=1. The yield is 0.770. (5) The reactants are [C:1]([O:5][C:6](=[O:26])[C:7]1[CH:12]=[CH:11][C:10](F)=[CH:9][C:8]=1[N:14]([C@@H:21]([CH3:25])[CH2:22][O:23][CH3:24])[C:15](=[O:20])[C:16]([F:19])([F:18])[F:17])([CH3:4])([CH3:3])[CH3:2].[CH3:27][N:28]1[CH2:33][CH2:32][NH:31][CH2:30][CH2:29]1. The catalyst is O1CCCC1. The product is [C:1]([O:5][C:6](=[O:26])[C:7]1[CH:12]=[CH:11][C:10]([N:31]2[CH2:32][CH2:33][N:28]([CH3:27])[CH2:29][CH2:30]2)=[CH:9][C:8]=1[N:14]([C@@H:21]([CH3:25])[CH2:22][O:23][CH3:24])[C:15](=[O:20])[C:16]([F:19])([F:18])[F:17])([CH3:4])([CH3:3])[CH3:2]. The yield is 0.840. (6) The reactants are [CH3:1][C:2]1([CH3:16])[C:6]([CH3:8])([CH3:7])[O:5][B:4]([C:9]2[CH:15]=[CH:14][C:12]([NH2:13])=[CH:11][CH:10]=2)[O:3]1.[C:17]1(=O)[CH2:21][CH2:20][CH2:19][CH2:18]1.[BH-](OC(C)=O)(OC(C)=O)OC(C)=O.[Na+].CC(O)=O. The catalyst is ClCCCl. The product is [CH:17]1([NH:13][C:12]2[CH:14]=[CH:15][C:9]([B:4]3[O:3][C:2]([CH3:16])([CH3:1])[C:6]([CH3:7])([CH3:8])[O:5]3)=[CH:10][CH:11]=2)[CH2:21][CH2:20][CH2:19][CH2:18]1. The yield is 0.340.